From a dataset of Reaction yield outcomes from USPTO patents with 853,638 reactions. Predict the reaction yield, written as a fraction of the theoretical maximum amount of product (1.0 means a 100% yield; for example, 0.34 means a 34% yield). The reactants are [Cl:1][C:2]1[C:3]([C:35](N)=[O:36])=[CH:4][C:5]2[N:9]=[C:8]([CH2:10][CH3:11])[N:7]([C:12]3[CH:17]=[CH:16][C:15]([CH2:18][CH2:19][NH:20][C:21]([NH:23][S:24]([C:27]4[CH:32]=[CH:31][C:30]([CH3:33])=[CH:29][CH:28]=4)(=[O:26])=[O:25])=[O:22])=[CH:14][CH:13]=3)[C:6]=2[CH:34]=1.[OH-:38].[K+].O.Cl. The catalyst is CO. The product is [Cl:1][C:2]1[C:3]([C:35]([OH:36])=[O:38])=[CH:4][C:5]2[N:9]=[C:8]([CH2:10][CH3:11])[N:7]([C:12]3[CH:13]=[CH:14][C:15]([CH2:18][CH2:19][NH:20][C:21]([NH:23][S:24]([C:27]4[CH:32]=[CH:31][C:30]([CH3:33])=[CH:29][CH:28]=4)(=[O:25])=[O:26])=[O:22])=[CH:16][CH:17]=3)[C:6]=2[CH:34]=1. The yield is 0.250.